Dataset: Forward reaction prediction with 1.9M reactions from USPTO patents (1976-2016). Task: Predict the product of the given reaction. (1) Given the reactants [NH2:1][C@@H:2]([C:13]([OH:15])=[O:14])[CH2:3][C:4]1[C:12]2[C:7](=[CH:8][CH:9]=[CH:10][CH:11]=2)[NH:6][CH:5]=1.[CH:16]1[C:21]([CH:22]=O)=[CH:20][C:19]2[O:24][CH2:25][O:26][C:18]=2[CH:17]=1.[ClH:27], predict the reaction product. The product is: [ClH:27].[CH2:25]1[O:26][C:18]2[CH:17]=[CH:16][C:21]([C@@H:22]3[C:5]4[NH:6][C:7]5[C:12]([C:4]=4[CH2:3][C@H:2]([C:13]([OH:15])=[O:14])[NH:1]3)=[CH:11][CH:10]=[CH:9][CH:8]=5)=[CH:20][C:19]=2[O:24]1. (2) Given the reactants [NH:1]1[CH2:6][CH2:5][C:4]2([O:11][C:10]3[C:12]4[C:17]([C:18](=[O:21])[C:19](=[O:20])[C:9]=3[S:8][CH2:7]2)=[CH:16][CH:15]=[CH:14][CH:13]=4)[CH2:3][CH2:2]1.[CH3:22][N:23]([CH3:33])[C:24]1[CH:25]=[C:26]([CH:30]=[CH:31][CH:32]=1)[C:27](Cl)=[O:28], predict the reaction product. The product is: [CH3:22][N:23]([CH3:33])[C:24]1[CH:25]=[C:26]([CH:30]=[CH:31][CH:32]=1)[C:27]([N:1]1[CH2:2][CH2:3][C:4]2([O:11][C:10]3[C:12]4[C:17]([C:18](=[O:21])[C:19](=[O:20])[C:9]=3[S:8][CH2:7]2)=[CH:16][CH:15]=[CH:14][CH:13]=4)[CH2:5][CH2:6]1)=[O:28]. (3) Given the reactants Cl[CH2:2][C:3]1[CH:8]=[CH:7][CH:6]=[CH:5][N:4]=1.[OH:9][CH2:10][C:11]([N:13]([C@H:15]([CH3:37])[CH2:16][O:17][C:18]1[CH:27]=[CH:26][CH:25]=[C:24]2[C:19]=1[C:20]([NH:28][C:29]1[CH:34]=[CH:33][C:32]([OH:35])=[C:31]([CH3:36])[CH:30]=1)=[N:21][CH:22]=[N:23]2)[CH3:14])=[O:12], predict the reaction product. The product is: [OH:9][CH2:10][C:11]([N:13]([CH3:14])[C@H:15]([CH3:37])[CH2:16][O:17][C:18]1[CH:27]=[CH:26][CH:25]=[C:24]2[C:19]=1[C:20]([NH:28][C:29]1[CH:34]=[CH:33][C:32]([O:35][CH2:2][C:3]3[CH:8]=[CH:7][CH:6]=[CH:5][N:4]=3)=[C:31]([CH3:36])[CH:30]=1)=[N:21][CH:22]=[N:23]2)=[O:12]. (4) The product is: [Cl:1][C:2]1[CH:7]=[CH:6][CH:5]=[C:4]([Cl:8])[C:3]=1[NH:9][C:10]([NH:12][C:13]1[C:14]([C:23]([NH:25][C@H:26]([C:31]([OH:33])=[O:32])[CH2:27][CH2:28][CH2:29][CH3:30])=[O:24])=[N:15][C:16]2[C:21]([CH:22]=1)=[CH:20][CH:19]=[CH:18][CH:17]=2)=[O:11]. Given the reactants [Cl:1][C:2]1[CH:7]=[CH:6][CH:5]=[C:4]([Cl:8])[C:3]=1[NH:9][C:10]([NH:12][C:13]1[C:14]([C:23]([NH:25][C@H:26]([C:31]([O:33]C)=[O:32])[CH2:27][CH2:28][CH2:29][CH3:30])=[O:24])=[N:15][C:16]2[C:21]([CH:22]=1)=[CH:20][CH:19]=[CH:18][CH:17]=2)=[O:11].Cl, predict the reaction product. (5) Given the reactants [CH2:1]([NH2:3])[CH3:2].CO.[CH2:6]([O:13][C:14]1[CH:19]=[C:18]([O:20][CH2:21][C:22]2[CH:27]=[CH:26][CH:25]=[CH:24][CH:23]=2)[C:17]([Cl:28])=[CH:16][C:15]=1[C:29]1[O:33][N:32]=[C:31]([C:34](OCC)=[O:35])[CH:30]=1)[C:7]1[CH:12]=[CH:11][CH:10]=[CH:9][CH:8]=1, predict the reaction product. The product is: [CH2:1]([NH:3][C:34]([C:31]1[CH:30]=[C:29]([C:15]2[CH:16]=[C:17]([Cl:28])[C:18]([O:20][CH2:21][C:22]3[CH:27]=[CH:26][CH:25]=[CH:24][CH:23]=3)=[CH:19][C:14]=2[O:13][CH2:6][C:7]2[CH:12]=[CH:11][CH:10]=[CH:9][CH:8]=2)[O:33][N:32]=1)=[O:35])[CH3:2].